The task is: Regression. Given a peptide amino acid sequence and an MHC pseudo amino acid sequence, predict their binding affinity value. This is MHC class II binding data.. This data is from Peptide-MHC class II binding affinity with 134,281 pairs from IEDB. (1) The peptide sequence is KFIPALEAAVKQAYAATVAT. The MHC is DRB1_1101 with pseudo-sequence DRB1_1101. The binding affinity (normalized) is 0.789. (2) The peptide sequence is VIGLYGNGILVGDNS. The MHC is DRB3_0301 with pseudo-sequence DRB3_0301. The binding affinity (normalized) is 0.396. (3) The peptide sequence is DKYRTFVATFGAASNKAFAE. The MHC is DRB1_1302 with pseudo-sequence DRB1_1302. The binding affinity (normalized) is 0.268. (4) The peptide sequence is SQDLEHSWNLNGLQAY. The MHC is HLA-DQA10301-DQB10302 with pseudo-sequence HLA-DQA10301-DQB10302. The binding affinity (normalized) is 0.588.